Binary Classification. Given a T-cell receptor sequence (or CDR3 region) and an epitope sequence, predict whether binding occurs between them. From a dataset of TCR-epitope binding with 47,182 pairs between 192 epitopes and 23,139 TCRs. (1) The epitope is SEPVLKGVKL. The TCR CDR3 sequence is CASSQLYLAASYNEQFF. Result: 0 (the TCR does not bind to the epitope). (2) The epitope is AVFDRKSDAK. The TCR CDR3 sequence is CASSEAPTVYGYTF. Result: 0 (the TCR does not bind to the epitope). (3) The epitope is YLNTLTLAV. The TCR CDR3 sequence is CASSLALAGDTDTQYF. Result: 1 (the TCR binds to the epitope). (4) The epitope is TPGPGVRYPL. The TCR CDR3 sequence is CASSLKGGWAYNEQFF. Result: 0 (the TCR does not bind to the epitope). (5) The TCR CDR3 sequence is CASSRDIRGLTYNEQFF. Result: 0 (the TCR does not bind to the epitope). The epitope is ISDYDYYRY. (6) The TCR CDR3 sequence is CASSFGTGKTGELFF. Result: 0 (the TCR does not bind to the epitope). The epitope is GTSGSPIIDK.